This data is from Catalyst prediction with 721,799 reactions and 888 catalyst types from USPTO. The task is: Predict which catalyst facilitates the given reaction. (1) Reactant: [OH:1][C:2]1[CH:3]=[C:4]2[C:9](=[CH:10][CH:11]=1)[NH:8][CH2:7][CH2:6][CH2:5]2.[C:12]1(=[O:18])[O:17][C:15](=[O:16])[CH2:14][CH2:13]1. Product: [OH:1][C:2]1[CH:3]=[C:4]2[C:9](=[CH:10][CH:11]=1)[N:8]([C:12](=[O:18])[CH2:13][CH2:14][C:15]([OH:17])=[O:16])[CH2:7][CH2:6][CH2:5]2. The catalyst class is: 1. (2) Reactant: [I:1][C:2]1[C:10]2[C:5](=[N:6][CH:7]=[N:8][C:9]=2[NH2:11])[NH:4][N:3]=1.[O:12]1[C:16]2([CH2:21][CH2:20][CH:19](O)[CH2:18][CH2:17]2)OCC1.C1(P(C2C=CC=CC=2)C2C=CC=CC=2)C=CC=CC=1.N(C(OC(C)C)=O)=NC(OC(C)C)=O. Product: [NH2:11][C:9]1[N:8]=[CH:7][N:6]=[C:5]2[N:4]([CH:19]3[CH2:20][CH2:21][C:16](=[O:12])[CH2:17][CH2:18]3)[N:3]=[C:2]([I:1])[C:10]=12. The catalyst class is: 1. (3) Reactant: Br[C:2]1[C:6]2[C:7](=[O:11])[NH:8][CH2:9][CH2:10][C:5]=2[NH:4][C:3]=1[C:12]1[CH:21]=[CH:20][CH:19]=[C:18]2[C:13]=1[N:14]=[C:15]([NH:23][C:24]([CH3:27])([CH3:26])[CH3:25])[C:16]([CH3:22])=[N:17]2.[CH3:28][Zn]C. Product: [C:24]([NH:23][C:15]1[C:16]([CH3:22])=[N:17][C:18]2[C:13]([N:14]=1)=[C:12]([C:3]1[NH:4][C:5]3[CH2:10][CH2:9][NH:8][C:7](=[O:11])[C:6]=3[C:2]=1[CH3:28])[CH:21]=[CH:20][CH:19]=2)([CH3:27])([CH3:26])[CH3:25]. The catalyst class is: 258. (4) Reactant: [C:1]([NH:7][CH2:8][CH2:9][NH:10][CH2:11][C:12]([NH:14][CH2:15][CH2:16][S:17][C:18]([C:31]1[CH:36]=[CH:35][CH:34]=[CH:33][CH:32]=1)([C:25]1[CH:30]=[CH:29][CH:28]=[CH:27][CH:26]=1)[C:19]1[CH:24]=[CH:23][CH:22]=[CH:21][CH:20]=1)=[O:13])([O:3][CH2:4][CH:5]=[CH2:6])=[O:2].[CH3:37][C:38]([O:41][C:42](O[C:42]([O:41][C:38]([CH3:40])([CH3:39])[CH3:37])=[O:43])=[O:43])([CH3:40])[CH3:39]. Product: [C:1]([NH:7][CH2:8][CH2:9][N:10]([CH2:11][C:12]([NH:14][CH2:15][CH2:16][S:17][C:18]([C:25]1[CH:26]=[CH:27][CH:28]=[CH:29][CH:30]=1)([C:31]1[CH:32]=[CH:33][CH:34]=[CH:35][CH:36]=1)[C:19]1[CH:20]=[CH:21][CH:22]=[CH:23][CH:24]=1)=[O:13])[C:42]([O:41][C:38]([CH3:40])([CH3:39])[CH3:37])=[O:43])([O:3][CH2:4][CH:5]=[CH2:6])=[O:2]. The catalyst class is: 2.